Dataset: Reaction yield outcomes from USPTO patents with 853,638 reactions. Task: Predict the reaction yield, written as a fraction of the theoretical maximum amount of product (1.0 means a 100% yield; for example, 0.34 means a 34% yield). (1) The reactants are [H-].[H-].[H-].[H-].[Li+].[Al+3].[C:7]1(/[CH:13]=[CH:14]/[CH2:15][C:16](OC)=[O:17])[CH:12]=[CH:11][CH:10]=[CH:9][CH:8]=1.O.[OH-].[K+]. The catalyst is CCOCC. The product is [C:7]1(/[CH:13]=[CH:14]/[CH2:15][CH2:16][OH:17])[CH:12]=[CH:11][CH:10]=[CH:9][CH:8]=1. The yield is 0.940. (2) The reactants are [CH3:1][C:2]1[CH:8]=[CH:7][C:5]([NH2:6])=[CH:4][C:3]=1[B:9]1[O:13][C:12]([CH3:15])([CH3:14])[C:11]([CH3:17])([CH3:16])[O:10]1.[CH3:18][S:19](Cl)(=[O:21])=[O:20]. No catalyst specified. The product is [CH3:1][C:2]1[CH:8]=[CH:7][C:5]([NH:6][S:19]([CH3:18])(=[O:21])=[O:20])=[CH:4][C:3]=1[B:9]1[O:10][C:11]([CH3:17])([CH3:16])[C:12]([CH3:15])([CH3:14])[O:13]1. The yield is 0.830. (3) The reactants are [F:1][C:2]([F:13])([F:12])[C:3]1[CH:8]=[CH:7][C:6](B(O)O)=[CH:5][CH:4]=1.Br[C:15]1[CH:20]=[CH:19][C:18]([OH:21])=[CH:17][CH:16]=1.C(=O)([O-])[O-].[K+].[K+]. The catalyst is O.C([O-])(=O)C.[Pd+2].C([O-])(=O)C. The product is [F:1][C:2]([F:13])([F:12])[C:3]1[CH:8]=[CH:7][C:6]([C:15]2[CH:20]=[CH:19][C:18]([OH:21])=[CH:17][CH:16]=2)=[CH:5][CH:4]=1. The yield is 0.550. (4) The reactants are [Cl:1][C:2]1[CH:7]=[CH:6][C:5]([C:8]2([OH:35])[CH2:13][CH2:12][N:11]([CH2:14][CH2:15][CH:16]=[C:17]3[C:23]4[CH:24]=[CH:25][CH:26]=[N:27][C:22]=4[CH2:21][O:20][C:19]4[CH:28]=[CH:29][C:30]([OH:32])=[CH:31][C:18]3=4)[CH2:10][C:9]2([CH3:34])[CH3:33])=[CH:4][CH:3]=1.[H-].[Na+].Br[CH2:39][C:40]([O:42][CH3:43])=[O:41]. The catalyst is CN(C)C=O. The product is [CH3:43][O:42][C:40](=[O:41])[CH2:39][O:32][C:30]1[CH:29]=[CH:28][C:19]2[O:20][CH2:21][C:22]3[N:27]=[CH:26][CH:25]=[CH:24][C:23]=3[C:17](=[CH:16][CH2:15][CH2:14][N:11]3[CH2:12][CH2:13][C:8]([C:5]4[CH:6]=[CH:7][C:2]([Cl:1])=[CH:3][CH:4]=4)([OH:35])[C:9]([CH3:33])([CH3:34])[CH2:10]3)[C:18]=2[CH:31]=1. The yield is 0.480.